Dataset: Catalyst prediction with 721,799 reactions and 888 catalyst types from USPTO. Task: Predict which catalyst facilitates the given reaction. Reactant: Cl[C:2]1[C:3]([N+:9]([O-:11])=[O:10])=[C:4]([CH:6]=[CH:7][CH:8]=1)[NH2:5].[C:12]([N:19]1[CH2:24][CH2:23][NH:22][CH2:21][CH2:20]1)([O:14][C:15]([CH3:18])([CH3:17])[CH3:16])=[O:13].C(=O)([O-])[O-].[K+].[K+]. Product: [NH2:5][C:4]1[C:3]([N+:9]([O-:11])=[O:10])=[C:2]([N:22]2[CH2:21][CH2:20][N:19]([C:12]([O:14][C:15]([CH3:18])([CH3:17])[CH3:16])=[O:13])[CH2:24][CH2:23]2)[CH:8]=[CH:7][CH:6]=1. The catalyst class is: 3.